Dataset: Forward reaction prediction with 1.9M reactions from USPTO patents (1976-2016). Task: Predict the product of the given reaction. Given the reactants [CH:1]1[CH:2]=[CH:3][C:4]([C@@H:7]2[N:16]([C:17]([O:19][C@@H:20]3[CH:25]4[CH2:26][CH2:27][N:22]([CH2:23][CH2:24]4)[CH2:21]3)=[O:18])[CH2:15][CH2:14][C:13]3[CH:12]=[CH:11][CH:10]=[CH:9][C:8]2=3)=[CH:5][CH:6]=1.[C:28]([OH:35])(=[O:34])[CH2:29][CH2:30][C:31]([OH:33])=[O:32].C(O)(C)C, predict the reaction product. The product is: [C:28]([OH:35])(=[O:34])[CH2:29][CH2:30][C:31]([OH:33])=[O:32].[CH:1]1[CH:6]=[CH:5][C:4]([C@@H:7]2[N:16]([C:17]([O:19][C@@H:20]3[CH:25]4[CH2:24][CH2:23][N:22]([CH2:27][CH2:26]4)[CH2:21]3)=[O:18])[CH2:15][CH2:14][C:13]3[CH:12]=[CH:11][CH:10]=[CH:9][C:8]2=3)=[CH:3][CH:2]=1.[CH2:29]([C:28]([OH:35])=[O:34])[CH2:30][C:31]([OH:33])=[O:32].